This data is from Peptide-MHC class II binding affinity with 134,281 pairs from IEDB. The task is: Regression. Given a peptide amino acid sequence and an MHC pseudo amino acid sequence, predict their binding affinity value. This is MHC class II binding data. (1) The peptide sequence is GSCWAFSGVAATESA. The MHC is DRB1_0101 with pseudo-sequence DRB1_0101. The binding affinity (normalized) is 0.654. (2) The MHC is DRB1_0101 with pseudo-sequence DRB1_0101. The peptide sequence is IKGTAPFETHANRIV. The binding affinity (normalized) is 0.324. (3) The binding affinity (normalized) is 0.939. The MHC is DRB1_1501 with pseudo-sequence DRB1_1501. The peptide sequence is KGLHHLQIILSGKMA. (4) The peptide sequence is MVTMLSPMLHHWIKV. The MHC is DRB3_0202 with pseudo-sequence DRB3_0202. The binding affinity (normalized) is 0.487. (5) The peptide sequence is EAMEKELREAFRLYD. The MHC is DRB1_1101 with pseudo-sequence DRB1_1101. The binding affinity (normalized) is 0.423. (6) The MHC is DRB1_0301 with pseudo-sequence DRB1_0301. The binding affinity (normalized) is 0.271. The peptide sequence is VAISRYLGKQFGLSG.